Dataset: Reaction yield outcomes from USPTO patents with 853,638 reactions. Task: Predict the reaction yield, written as a fraction of the theoretical maximum amount of product (1.0 means a 100% yield; for example, 0.34 means a 34% yield). (1) The reactants are C([N:8]1[C:16]2[C:11](=[CH:12][C:13]([C:17]([O:19][CH2:20][CH3:21])=[O:18])=[CH:14][CH:15]=2)[CH:10]=[CH:9]1)(OC(C)(C)C)=O.[B:22](OC(C)C)([O:27]C(C)C)[O:23]C(C)C.[Li+].CC([N-]C(C)C)C.Cl. The catalyst is C1(C)C=CC=CC=1.C1COCC1.O. The product is [B:22]([C:9]1[NH:8][C:16]2[C:11]([CH:10]=1)=[CH:12][C:13]([C:17]([O:19][CH2:20][CH3:21])=[O:18])=[CH:14][CH:15]=2)([OH:27])[OH:23]. The yield is 0.610. (2) The reactants are [CH3:1][O:2][C:3]1[CH:8]=[CH:7][C:6]([C@@H:9]([NH:11][C@@H:12]2[C:21]3[N:20]=[CH:19][CH:18]=[CH:17][C:16]=3[CH2:15][CH2:14][C@@H:13]2[CH2:22][CH2:23][CH2:24]O)[CH3:10])=[CH:5][CH:4]=1.C(N(C(C)C)CC)(C)C.CS(Cl)(=O)=O. The catalyst is ClCCl.CN(C)C1C=CN=CC=1.O. The product is [CH3:1][O:2][C:3]1[CH:4]=[CH:5][C:6]([C@@H:9]([N:11]2[C@H:12]3[C@H:13]([CH2:14][CH2:15][C:16]4[C:21]3=[N:20][CH:19]=[CH:18][CH:17]=4)[CH2:22][CH2:23][CH2:24]2)[CH3:10])=[CH:7][CH:8]=1. The yield is 0.990.